From a dataset of NCI-60 drug combinations with 297,098 pairs across 59 cell lines. Regression. Given two drug SMILES strings and cell line genomic features, predict the synergy score measuring deviation from expected non-interaction effect. (1) Drug 1: CCC1(CC2CC(C3=C(CCN(C2)C1)C4=CC=CC=C4N3)(C5=C(C=C6C(=C5)C78CCN9C7C(C=CC9)(C(C(C8N6C)(C(=O)OC)O)OC(=O)C)CC)OC)C(=O)OC)O.OS(=O)(=O)O. Drug 2: C1CNP(=O)(OC1)N(CCCl)CCCl. Cell line: NCI-H226. Synergy scores: CSS=3.93, Synergy_ZIP=-0.384, Synergy_Bliss=1.39, Synergy_Loewe=3.50, Synergy_HSA=2.42. (2) Cell line: SF-295. Drug 2: C1CCC(C(C1)N)N.C(=O)(C(=O)[O-])[O-].[Pt+4]. Synergy scores: CSS=12.9, Synergy_ZIP=-5.39, Synergy_Bliss=-2.32, Synergy_Loewe=-2.28, Synergy_HSA=0.737. Drug 1: COC1=C(C=C2C(=C1)N=CN=C2NC3=CC(=C(C=C3)F)Cl)OCCCN4CCOCC4. (3) Drug 1: C1=NC2=C(N=C(N=C2N1C3C(C(C(O3)CO)O)O)F)N. Drug 2: CC1CCC2CC(C(=CC=CC=CC(CC(C(=O)C(C(C(=CC(C(=O)CC(OC(=O)C3CCCCN3C(=O)C(=O)C1(O2)O)C(C)CC4CCC(C(C4)OC)OCCO)C)C)O)OC)C)C)C)OC. Cell line: RPMI-8226. Synergy scores: CSS=-2.28, Synergy_ZIP=0.266, Synergy_Bliss=-0.332, Synergy_Loewe=-5.24, Synergy_HSA=-2.83. (4) Cell line: NCI-H460. Drug 1: CCC1=C2CN3C(=CC4=C(C3=O)COC(=O)C4(CC)O)C2=NC5=C1C=C(C=C5)O. Drug 2: C1C(C(OC1N2C=NC(=NC2=O)N)CO)O. Synergy scores: CSS=26.4, Synergy_ZIP=-2.30, Synergy_Bliss=1.85, Synergy_Loewe=4.38, Synergy_HSA=4.36. (5) Drug 1: CS(=O)(=O)CCNCC1=CC=C(O1)C2=CC3=C(C=C2)N=CN=C3NC4=CC(=C(C=C4)OCC5=CC(=CC=C5)F)Cl. Drug 2: CN(C(=O)NC(C=O)C(C(C(CO)O)O)O)N=O. Cell line: SF-539. Synergy scores: CSS=-5.36, Synergy_ZIP=-1.66, Synergy_Bliss=-5.76, Synergy_Loewe=-7.40, Synergy_HSA=-7.72. (6) Drug 1: C1=CC(=CC=C1CCCC(=O)O)N(CCCl)CCCl. Drug 2: C1C(C(OC1N2C=NC3=C(N=C(N=C32)Cl)N)CO)O. Cell line: A549. Synergy scores: CSS=25.9, Synergy_ZIP=1.03, Synergy_Bliss=-0.588, Synergy_Loewe=-2.40, Synergy_HSA=-2.43.